This data is from Catalyst prediction with 721,799 reactions and 888 catalyst types from USPTO. The task is: Predict which catalyst facilitates the given reaction. (1) Reactant: [Cl:1][C:2]1[C:3]([C:21]([F:24])([F:23])[F:22])=[CH:4][C:5]([N+:18]([O-:20])=[O:19])=[C:6]([CH:17]=1)[NH:7][C:8]1[CH:13]=[CH:12][CH:11]=[CH:10][C:9]=1CCO.N1[CH:30]=[CH:29]C=CC=1.[C:31](Cl)(=[O:33])[CH3:32].[OH2:35]. Product: [C:31]([O:33][CH2:29][CH2:30][C:11]1[CH:12]=[CH:13][C:8]([NH:7][C:6]2[CH:17]=[C:2]([Cl:1])[C:3]([C:21]([F:24])([F:22])[F:23])=[CH:4][C:5]=2[N+:18]([O-:20])=[O:19])=[CH:9][CH:10]=1)(=[O:35])[CH3:32]. The catalyst class is: 4. (2) Reactant: N.[C:2]([O:6][C:7]([N:9]1[CH2:14][CH2:13][CH2:12][CH2:11][C@H:10]1[C:15]([OH:17])=O)=[O:8])([CH3:5])([CH3:4])[CH3:3].C1C[N:21]([P+](ON2N=NC3C=CC=CC2=3)(N2CCCC2)N2CCCC2)CC1.F[P-](F)(F)(F)(F)F. Product: [C:2]([O:6][C:7]([N:9]1[CH2:14][CH2:13][CH2:12][CH2:11][C@H:10]1[C:15](=[O:17])[NH2:21])=[O:8])([CH3:5])([CH3:4])[CH3:3]. The catalyst class is: 3. (3) Reactant: [C:1]([C:3]1[CH:4]=[C:5]([CH:9]=[CH:10][C:11]=1[CH3:12])[C:6](Cl)=[O:7])#[CH:2].[NH2:13][C:14]1[CH:21]=[CH:20][C:17]([CH:18]=[O:19])=[C:16]([C:22]([F:25])([F:24])[F:23])[CH:15]=1.C(N(CC)CC)C. Product: [C:1]([C:3]1[CH:4]=[C:5]([CH:9]=[CH:10][C:11]=1[CH3:12])[C:6]([NH:13][C:14]1[CH:21]=[CH:20][C:17]([CH:18]=[O:19])=[C:16]([C:22]([F:23])([F:24])[F:25])[CH:15]=1)=[O:7])#[CH:2]. The catalyst class is: 4. (4) Reactant: C([O-])([O-])=O.[K+].[K+].[CH2:7]([N:9]([C:33]1[CH:38]=[CH:37][CH:36]=[CH:35][CH:34]=1)[C:10]([C:12]1[C:24]2[C:23]3[CH:22]=[CH:21][CH:20]=[CH:19][C:18]=3[NH:17][C:16]=2[C:15](=[O:25])[N:14]([C:26]2[CH:31]=[CH:30][C:29]([CH3:32])=[CH:28][CH:27]=2)[N:13]=1)=[O:11])[CH3:8].Br[CH:40]1[CH2:43][CH2:42][CH2:41]1. Product: [CH:40]1([N:17]2[C:18]3[CH:19]=[CH:20][CH:21]=[CH:22][C:23]=3[C:24]3[C:12]([C:10]([N:9]([CH2:7][CH3:8])[C:33]4[CH:38]=[CH:37][CH:36]=[CH:35][CH:34]=4)=[O:11])=[N:13][N:14]([C:26]4[CH:27]=[CH:28][C:29]([CH3:32])=[CH:30][CH:31]=4)[C:15](=[O:25])[C:16]2=3)[CH2:43][CH2:42][CH2:41]1. The catalyst class is: 10. (5) Reactant: [CH3:1][N:2]1[CH2:15][CH2:14][C:5]2[NH:6][C:7]3[CH:8]=[CH:9][C:10]([CH3:13])=[CH:11][C:12]=3[C:4]=2[CH2:3]1.[H-].[Na+].Br[CH2:19][C:20]1([C:25]2[CH:30]=[CH:29][CH:28]=[CH:27][CH:26]=2)[O:24][CH2:23][CH2:22][O:21]1.O. Product: [CH3:1][N:2]1[CH2:15][CH2:14][C:5]2[N:6]([CH2:19][C:20]3([C:25]4[CH:26]=[CH:27][CH:28]=[CH:29][CH:30]=4)[O:21][CH2:22][CH2:23][O:24]3)[C:7]3[CH:8]=[CH:9][C:10]([CH3:13])=[CH:11][C:12]=3[C:4]=2[CH2:3]1. The catalyst class is: 3.